From a dataset of Full USPTO retrosynthesis dataset with 1.9M reactions from patents (1976-2016). Predict the reactants needed to synthesize the given product. (1) Given the product [CH3:1][CH2:2][CH2:3][N:4]([C@@H:12]1[CH2:17][C:16]2[CH:18]=[CH:19][CH:20]=[C:21]([OH:22])[C:15]=2[CH2:14][CH2:13]1)[CH2:5][CH2:6][C:7]1[S:11][CH:10]=[CH:9][CH:8]=1, predict the reactants needed to synthesize it. The reactants are: [CH3:1][CH2:2][CH2:3][N:4]([C@@H:12]1[CH2:17][C:16]2[CH:18]=[CH:19][CH:20]=[C:21]([OH:22])[C:15]=2[CH2:14][CH2:13]1)[CH2:5][CH2:6][C:7]1[S:11][CH:10]=[CH:9][CH:8]=1.Cl.N. (2) Given the product [CH3:20][O:13][C:12](=[O:14])[CH2:11][C:5]1[CH:6]=[C:7]([O:9][CH3:10])[CH:8]=[C:3]([O:2][CH3:1])[CH:4]=1, predict the reactants needed to synthesize it. The reactants are: [CH3:1][O:2][C:3]1[CH:4]=[C:5]([CH2:11][C:12]([OH:14])=[O:13])[CH:6]=[C:7]([O:9][CH3:10])[CH:8]=1.S(=O)(=O)(O)O.[CH3:20]O. (3) Given the product [F:21][C:17]1[CH:16]=[C:15]2[C:20]([C:12]([C:10]3[CH:9]=[CH:8][C:6]4[NH:7][C:3]([CH2:2][N:31]5[CH2:36][CH2:35][O:34][CH2:33][CH2:32]5)=[N:4][C:5]=4[CH:11]=3)=[CH:13][N:14]2[S:22]([C:25]2[CH:26]=[CH:27][CH:28]=[CH:29][CH:30]=2)(=[O:23])=[O:24])=[CH:19][CH:18]=1, predict the reactants needed to synthesize it. The reactants are: Cl[CH2:2][C:3]1[NH:7][C:6]2[CH:8]=[CH:9][C:10]([C:12]3[C:20]4[C:15](=[CH:16][C:17]([F:21])=[CH:18][CH:19]=4)[N:14]([S:22]([C:25]4[CH:30]=[CH:29][CH:28]=[CH:27][CH:26]=4)(=[O:24])=[O:23])[CH:13]=3)=[CH:11][C:5]=2[N:4]=1.[NH:31]1[CH2:36][CH2:35][O:34][CH2:33][CH2:32]1.